From a dataset of Full USPTO retrosynthesis dataset with 1.9M reactions from patents (1976-2016). Predict the reactants needed to synthesize the given product. Given the product [NH2:29][C:26]1[N:27]=[CH:28][C:23]([C:2]2[CH:3]=[CH:4][C:5]3[N:6]([CH:8]=[C:9]([NH:11][C:12](=[O:14])[CH3:13])[N:10]=3)[CH:7]=2)=[CH:24][C:25]=1[C:30]([F:33])([F:31])[F:32].[C:35]([OH:38])([C:30]([F:33])([F:32])[F:31])=[O:36], predict the reactants needed to synthesize it. The reactants are: I[C:2]1[CH:3]=[CH:4][C:5]2[N:6]([CH:8]=[C:9]([NH:11][C:12](=[O:14])[CH3:13])[N:10]=2)[CH:7]=1.CC1(C)C(C)(C)OB([C:23]2[CH:24]=[C:25]([C:30]([F:33])([F:32])[F:31])[C:26]([NH2:29])=[N:27][CH:28]=2)O1.[C:35]([O-:38])([O-])=[O:36].[Na+].[Na+].[O-]S([O-])(=O)=O.[Na+].[Na+].